From a dataset of Forward reaction prediction with 1.9M reactions from USPTO patents (1976-2016). Predict the product of the given reaction. (1) Given the reactants [C:1]([N:4]1[CH2:9][CH2:8][C:7](=[O:10])[CH2:6][CH2:5]1)(=[O:3])[CH3:2].[C:11](O[K])(C)(C)C.[Br:17][C:18]1[CH:23]=[CH:22][C:21]([N:24]=[C:25]=[S:26])=[C:20]([F:27])[CH:19]=1.CI, predict the reaction product. The product is: [C:1]([N:4]1[CH2:9][CH2:8][C:7](=[O:10])/[C:6](=[C:25](/[NH:24][C:21]2[CH:22]=[CH:23][C:18]([Br:17])=[CH:19][C:20]=2[F:27])\[S:26][CH3:11])/[CH2:5]1)(=[O:3])[CH3:2]. (2) Given the reactants CS(C)=O.C(Cl)(=O)C(Cl)=O.[OH:11][CH2:12][CH2:13][CH2:14][N:15]1[C:23](=[O:24])[C:22]2[C:17](=[CH:18][CH:19]=[CH:20][CH:21]=2)[C:16]1=[O:25].C(N(CC)CC)C, predict the reaction product. The product is: [O:25]=[C:16]1[C:17]2[C:22](=[CH:21][CH:20]=[CH:19][CH:18]=2)[C:23](=[O:24])[N:15]1[CH2:14][CH2:13][CH:12]=[O:11]. (3) Given the reactants Br[C:2]1[C:3]2[CH2:19][N:18]([CH3:20])[CH2:17][CH2:16][C:4]=2[C:5]2[N:6]=[C:7]([O:14][CH3:15])[C:8]([O:12][CH3:13])=[N:9][C:10]=2[CH:11]=1.[Li][CH:22](CC)C.CI, predict the reaction product. The product is: [CH3:15][O:14][C:7]1[C:8]([O:12][CH3:13])=[N:9][C:10]2[CH:11]=[C:2]([CH3:22])[C:3]3[CH2:19][N:18]([CH3:20])[CH2:17][CH2:16][C:4]=3[C:5]=2[N:6]=1. (4) Given the reactants C([O:8][NH:9][C:10]([C:12]1[CH:33]=[CH:32][C:15]([CH2:16][NH:17][C:18]([C:20]2[C:30]3=[C:31]4[C:26](=[CH:27][CH:28]=[CH:29]3)[CH2:25][CH2:24][CH2:23][N:22]4[CH:21]=2)=[O:19])=[CH:14][CH:13]=1)=[O:11])C1C=CC=CC=1, predict the reaction product. The product is: [OH:8][NH:9][C:10]([C:12]1[CH:13]=[CH:14][C:15]([CH2:16][NH:17][C:18]([C:20]2[C:30]3=[C:31]4[C:26](=[CH:27][CH:28]=[CH:29]3)[CH2:25][CH2:24][CH2:23][N:22]4[CH:21]=2)=[O:19])=[CH:32][CH:33]=1)=[O:11].